From a dataset of Forward reaction prediction with 1.9M reactions from USPTO patents (1976-2016). Predict the product of the given reaction. Given the reactants [O:1]([C:8]1[CH:16]=[CH:15][C:11]([C:12](Cl)=[O:13])=[CH:10][CH:9]=1)[C:2]1[CH:7]=[CH:6][CH:5]=[CH:4][CH:3]=1.[NH2:17][C:18]([CH3:32])([CH2:21][N:22]1[CH:31]=[C:25]2[N:26]=[CH:27][C:28]([Br:30])=[CH:29][C:24]2=[N:23]1)[C:19]#[N:20], predict the reaction product. The product is: [Br:30][C:28]1[CH:27]=[N:26][C:25]2=[CH:31][N:22]([CH2:21][C:18]([NH:17][C:12](=[O:13])[C:11]3[CH:15]=[CH:16][C:8]([O:1][C:2]4[CH:7]=[CH:6][CH:5]=[CH:4][CH:3]=4)=[CH:9][CH:10]=3)([C:19]#[N:20])[CH3:32])[N:23]=[C:24]2[CH:29]=1.